Predict the reaction yield, written as a fraction of the theoretical maximum amount of product (1.0 means a 100% yield; for example, 0.34 means a 34% yield). From a dataset of Reaction yield outcomes from USPTO patents with 853,638 reactions. The reactants are N#N.[F:3][C:4]1[CH:5]=[C:6]([N:10]2[CH:14]=[C:13]([N:15]([CH3:23])[C:16](=[O:22])[O:17][C:18]([CH3:21])([CH3:20])[CH3:19])[C:12]([CH:24]=[CH2:25])=[N:11]2)[CH:7]=[N:8][CH:9]=1. The catalyst is CO.[Pd]. The product is [CH2:24]([C:12]1[C:13]([N:15]([CH3:23])[C:16](=[O:22])[O:17][C:18]([CH3:21])([CH3:19])[CH3:20])=[CH:14][N:10]([C:6]2[CH:7]=[N:8][CH:9]=[C:4]([F:3])[CH:5]=2)[N:11]=1)[CH3:25]. The yield is 0.840.